From a dataset of Human liver microsome stability data. Regression/Classification. Given a drug SMILES string, predict its absorption, distribution, metabolism, or excretion properties. Task type varies by dataset: regression for continuous measurements (e.g., permeability, clearance, half-life) or binary classification for categorical outcomes (e.g., BBB penetration, CYP inhibition). Dataset: hlm. (1) The compound is O=C(N[C@H](Cc1c[nH]c2ccccc12)C(=O)Nc1ccncc1)c1ccc(-c2ccc(F)c(Cl)c2)cc1F. The result is 1 (stable in human liver microsomes). (2) The compound is Cc1cccc(Nc2sc(-c3ccc(F)cc3F)cc2C(N)=O)n1. The result is 1 (stable in human liver microsomes).